Task: Predict the reactants needed to synthesize the given product.. Dataset: Full USPTO retrosynthesis dataset with 1.9M reactions from patents (1976-2016) (1) The reactants are: CC(C)([O-])C.[K+].[CH3:7][C:8]1[CH:12]=[CH:11][NH:10][N:9]=1.[Br:13][C:14]1[CH:19]=[CH:18][C:17]([Br:20])=[CH:16][C:15]=1F. Given the product [Br:13][C:14]1[CH:19]=[CH:18][C:17]([Br:20])=[CH:16][C:15]=1[N:10]1[CH:11]=[CH:12][C:8]([CH3:7])=[N:9]1, predict the reactants needed to synthesize it. (2) The reactants are: [C:1]([O:5][C:6](=[O:32])[NH:7][C@H:8]1[CH2:12][CH2:11][N:10]([C@@H:13]([CH2:19][NH:20][C:21]([O:23][CH2:24][C:25]2[CH:30]=[CH:29][CH:28]=[CH:27][CH:26]=2)=[O:22])[C@@H:14]([OH:18])[C:15]#[C:16][CH3:17])[C:9]1=[O:31])([CH3:4])([CH3:3])[CH3:2].C(N([CH2:38][CH3:39])CC)C.[CH2:40](OC(OC(O[CH2:40][C:41]1[CH:46]=[CH:45][CH:44]=[CH:43][CH:42]=1)=O)=O)[C:41]1[CH:46]=[CH:45][CH:44]=[CH:43][CH:42]=1. Given the product [C:1]([O:5][C:6](=[O:32])[NH:7][C@H:8]1[CH2:12][CH2:11][N:10]([C@@H:13]([CH2:19][N:20]([C:21]([O:23][CH2:24][C:25]2[CH:26]=[CH:27][CH:28]=[CH:29][CH:30]=2)=[O:22])[CH2:45][C:44]2[CH:43]=[CH:42][C:41]([CH3:46])=[CH:40][C:38]=2[CH3:39])[C@@H:14]([OH:18])[C:15]#[C:16][CH3:17])[C:9]1=[O:31])([CH3:2])([CH3:3])[CH3:4], predict the reactants needed to synthesize it. (3) Given the product [O:25]1[CH:26]=[CH:27][CH:28]=[C:24]1[C:21]1[CH:20]=[CH:19][C:18]([C:17]2[N:13]([C:5]3[CH:6]=[CH:7][C:8]([S:9]([CH3:12])(=[O:10])=[O:11])=[C:3]([CH:4]=3)[CH2:2][N:37]3[C:33](=[O:43])[C:34]4[C:35](=[CH:39][CH:40]=[CH:41][CH:42]=4)[C:36]3=[O:38])[N:14]=[C:15]([C:29]([F:31])([F:32])[F:30])[CH:16]=2)=[CH:23][CH:22]=1, predict the reactants needed to synthesize it. The reactants are: Cl[CH2:2][C:3]1[CH:4]=[C:5]([N:13]2[C:17]([C:18]3[CH:23]=[CH:22][C:21]([C:24]4[O:25][CH:26]=[CH:27][CH:28]=4)=[CH:20][CH:19]=3)=[CH:16][C:15]([C:29]([F:32])([F:31])[F:30])=[N:14]2)[CH:6]=[CH:7][C:8]=1[S:9]([CH3:12])(=[O:11])=[O:10].[C:33]1(=[O:43])[NH:37][C:36](=[O:38])[C:35]2=[CH:39][CH:40]=[CH:41][CH:42]=[C:34]12.[K].O. (4) Given the product [Cl:1][C:2]1[CH:9]=[CH:8][C:5]([CH2:6][N:26]2[CH2:27][CH:23]3[CH2:22][N:21]([C:28]([O:30][N:39]4[C:40](=[O:41])[CH2:35][CH2:36][C:37]4=[O:38])=[O:29])[CH2:20][CH:24]3[CH2:25]2)=[C:4]([N:18]2[CH2:17][C:13]3[C:12](=[N:11][CH:16]=[CH:15][CH:14]=3)[CH2:19]2)[CH:3]=1, predict the reactants needed to synthesize it. The reactants are: [Cl:1][C:2]1[CH:9]=[CH:8][C:5]([CH:6]=O)=[C:4](F)[CH:3]=1.[N:11]1[CH:16]=[CH:15][CH:14]=[C:13]2[CH2:17][NH:18][CH2:19][C:12]=12.[CH2:20]1[CH:24]2[CH2:25][NH:26][CH2:27][CH:23]2[CH2:22][N:21]1[C:28]([O:30]C(C)(C)C)=[O:29].[CH2:35]1[C:40](=[O:41])[N:39](OC(O[N:39]2[C:40](=[O:41])[CH2:35][CH2:36][C:37]2=[O:38])=O)[C:37](=[O:38])[CH2:36]1. (5) Given the product [Cl:1][C:2]1[CH:10]=[C:9]2[C:5]([CH:6]=[N:7][N:8]2[C:11]2[CH:12]=[CH:13][C:14]([F:17])=[CH:15][CH:16]=2)=[CH:4][C:3]=1[O:18][CH:19]([C:23]1[CH:24]=[CH:25][C:26]([F:29])=[CH:27][CH:28]=1)[CH:20]([NH:22][S:33]([CH:30]1[CH2:32][CH2:31]1)(=[O:35])=[O:34])[CH3:21], predict the reactants needed to synthesize it. The reactants are: [Cl:1][C:2]1[CH:10]=[C:9]2[C:5]([CH:6]=[N:7][N:8]2[C:11]2[CH:16]=[CH:15][C:14]([F:17])=[CH:13][CH:12]=2)=[CH:4][C:3]=1[O:18][CH:19]([C:23]1[CH:28]=[CH:27][C:26]([F:29])=[CH:25][CH:24]=1)[CH:20]([NH2:22])[CH3:21].[CH:30]1([S:33](Cl)(=[O:35])=[O:34])[CH2:32][CH2:31]1. (6) The reactants are: [NH2:1][C:2]1[N:6]([C:7](=[O:16])[C:8]2[C:13]([F:14])=[CH:12][CH:11]=[CH:10][C:9]=2[F:15])[N:5]=[C:4]([NH:17][C:18]2[CH:23]=[CH:22][C:21]([S:24]([NH2:27])(=[O:26])=[O:25])=[CH:20][CH:19]=2)[N:3]=1.CC(C)([O-])C.[K+].[C:34]1(=[O:41])[O:40][C:38](=[O:39])[CH2:37][CH2:36][CH2:35]1. Given the product [NH2:1][C:2]1[N:6]([C:7](=[O:16])[C:8]2[C:13]([F:14])=[CH:12][CH:11]=[CH:10][C:9]=2[F:15])[N:5]=[C:4]([NH:17][C:18]2[CH:23]=[CH:22][C:21]([S:24]([NH:27][C:34](=[O:41])[CH2:35][CH2:36][CH2:37][C:38]([OH:40])=[O:39])(=[O:25])=[O:26])=[CH:20][CH:19]=2)[N:3]=1, predict the reactants needed to synthesize it.